This data is from Full USPTO retrosynthesis dataset with 1.9M reactions from patents (1976-2016). The task is: Predict the reactants needed to synthesize the given product. (1) Given the product [F:40][C:41]([F:46])([F:45])[C:42]([O-:44])=[O:43].[F:38][C@H:35]1[CH2:36][CH2:37][N:33]([C:31](=[O:32])[C@@H:8]([NH3+:7])[C@H:9]([CH:11]2[CH2:16][CH2:15][CH:14]([NH:17][C:18](=[O:30])[C:19]3[CH:20]=[CH:21][C:22]([O:25][C:26]([F:29])([F:27])[F:28])=[CH:23][CH:24]=3)[CH2:13][CH2:12]2)[CH3:10])[CH2:34]1, predict the reactants needed to synthesize it. The reactants are: C(OC(=O)[NH:7][C@H:8]([C:31]([N:33]1[CH2:37][CH2:36][C@H:35]([F:38])[CH2:34]1)=[O:32])[C@H:9]([CH:11]1[CH2:16][CH2:15][CH:14]([NH:17][C:18](=[O:30])[C:19]2[CH:24]=[CH:23][C:22]([O:25][C:26]([F:29])([F:28])[F:27])=[CH:21][CH:20]=2)[CH2:13][CH2:12]1)[CH3:10])(C)(C)C.[F:40][C:41]([F:46])([F:45])[C:42]([OH:44])=[O:43]. (2) Given the product [F:18][C:19]1[CH:27]=[CH:26][C:22]([CH2:23][CH2:24][NH:25][S:7]([C:5]2[S:6][C:2]([Br:1])=[CH:3][CH:4]=2)(=[O:9])=[O:8])=[CH:21][CH:20]=1, predict the reactants needed to synthesize it. The reactants are: [Br:1][C:2]1[S:6][C:5]([S:7](Cl)(=[O:9])=[O:8])=[CH:4][CH:3]=1.C(N(CC)CC)C.[F:18][C:19]1[CH:27]=[CH:26][C:22]([CH2:23][CH2:24][NH2:25])=[CH:21][CH:20]=1. (3) Given the product [NH2:23][C@@H:24]([CH2:28][CH2:29][C:30]1[CH:35]=[CH:34][CH:33]=[CH:32][CH:31]=1)[C:25]([NH:11][C:10]1[CH:12]=[CH:13][C:7]([O:6][C:5]2[CH:14]=[CH:15][C:2]([Cl:1])=[CH:3][CH:4]=2)=[CH:8][CH:9]=1)=[O:26], predict the reactants needed to synthesize it. The reactants are: [Cl:1][C:2]1[CH:15]=[CH:14][C:5]([O:6][C:7]2[CH:13]=[CH:12][C:10]([NH2:11])=[CH:9][CH:8]=2)=[CH:4][CH:3]=1.C(OC([NH:23][C@@H:24]([CH2:28][CH2:29][C:30]1[CH:35]=[CH:34][CH:33]=[CH:32][CH:31]=1)[C:25](O)=[O:26])=O)(C)(C)C. (4) Given the product [Cl:36][C:28]1[N:27]=[C:26]([CH2:11][CH2:10][CH:12]2[CH2:17][CH2:16][CH2:15][N:14]([C:18]([O:20][C:21]([CH3:24])([CH3:23])[CH3:22])=[O:19])[CH2:13]2)[C:31]2=[N:32][CH:33]=[CH:34][N:35]=[C:30]2[CH:29]=1, predict the reactants needed to synthesize it. The reactants are: C12BC(CCC1)CCC2.[CH:10]([CH:12]1[CH2:17][CH2:16][CH2:15][N:14]([C:18]([O:20][C:21]([CH3:24])([CH3:23])[CH3:22])=[O:19])[CH2:13]1)=[CH2:11].Cl[C:26]1[C:31]2=[N:32][CH:33]=[CH:34][N:35]=[C:30]2[CH:29]=[C:28]([Cl:36])[N:27]=1.C(=O)([O-])[O-].[K+].[K+].